This data is from Forward reaction prediction with 1.9M reactions from USPTO patents (1976-2016). The task is: Predict the product of the given reaction. The product is: [ClH:1].[CH2:8]([O:10][C:11]1[CH:12]=[C:13]2[C:18](=[CH:19][CH:20]=1)[C@H:17]([C:21]([NH:22][C:23]1[CH:28]=[C:27]([F:29])[C:26]([C:30]([CH3:35])([CH3:36])[CH2:31][O:32][CH2:33][CH3:34])=[C:25]([F:37])[CH:24]=1)=[O:38])[NH:16][CH2:15][CH2:14]2)[CH3:9]. Given the reactants [ClH:1].C(OCC)(=O)C.[CH2:8]([O:10][C:11]1[CH:12]=[C:13]2[C:18](=[CH:19][CH:20]=1)[C@H:17]([C:21](=[O:38])[NH:22][C:23]1[CH:28]=[C:27]([F:29])[C:26]([C:30]([CH3:36])([CH3:35])[CH2:31][O:32][CH2:33][CH3:34])=[C:25]([F:37])[CH:24]=1)[N:16](C(OC(C)(C)C)=O)[CH2:15][CH2:14]2)[CH3:9], predict the reaction product.